This data is from Full USPTO retrosynthesis dataset with 1.9M reactions from patents (1976-2016). The task is: Predict the reactants needed to synthesize the given product. (1) The reactants are: [CH3:1][N:2]([CH3:18])[C@@H:3]1[CH2:7][CH2:6][N:5]([CH2:8][C:9]2[CH:17]=[CH:16][C:12]([C:13]([OH:15])=O)=[CH:11][CH:10]=2)[CH2:4]1.[NH2:19][C:20]1[CH:25]=[C:24]([C:26]2[S:27][CH:28]=[CH:29][CH:30]=2)[CH:23]=[CH:22][C:21]=1[NH:31][C:32](=[O:38])[O:33][C:34]([CH3:37])([CH3:36])[CH3:35].CN([P+](ON1N=NC2C=CC=CC1=2)(N(C)C)N(C)C)C.F[P-](F)(F)(F)(F)F. Given the product [CH3:18][N:2]([CH3:1])[C@@H:3]1[CH2:7][CH2:6][N:5]([CH2:8][C:9]2[CH:10]=[CH:11][C:12]([C:13]([NH:19][C:20]3[CH:25]=[C:24]([C:26]4[S:27][CH:28]=[CH:29][CH:30]=4)[CH:23]=[CH:22][C:21]=3[NH:31][C:32](=[O:38])[O:33][C:34]([CH3:36])([CH3:35])[CH3:37])=[O:15])=[CH:16][CH:17]=2)[CH2:4]1, predict the reactants needed to synthesize it. (2) Given the product [C:37]([O:1][C:2]1[CH:3]=[CH:4][C:5]([NH:18][C:19]([C:21]2[C:30]3[C:25](=[CH:26][CH:27]=[CH:28][CH:29]=3)[C:24]([CH2:31][N:32]3[CH:36]=[CH:35][N:34]=[N:33]3)=[CH:23][CH:22]=2)=[O:20])=[C:6]([C:8]([NH:10][CH2:11][CH:12]2[CH2:13][CH2:14][O:15][CH2:16][CH2:17]2)=[O:9])[N:7]=1)(=[O:39])[CH3:38], predict the reactants needed to synthesize it. The reactants are: [OH:1][C:2]1[N:7]=[C:6]([C:8]([NH:10][CH2:11][CH:12]2[CH2:17][CH2:16][O:15][CH2:14][CH2:13]2)=[O:9])[C:5]([NH:18][C:19]([C:21]2[C:30]3[C:25](=[CH:26][CH:27]=[CH:28][CH:29]=3)[C:24]([CH2:31][N:32]3[CH:36]=[CH:35][N:34]=[N:33]3)=[CH:23][CH:22]=2)=[O:20])=[CH:4][CH:3]=1.[C:37](Cl)(=[O:39])[CH3:38]. (3) Given the product [CH2:23]([O:25][C:26]([C:28]1([C:31]2[CH:36]=[CH:35][C:34]([C:2]3[CH:7]=[CH:6][C:5]([C:8]4[O:12][N:11]=[C:10]([CH3:13])[C:9]=4[CH:14]([OH:22])[CH2:15][S:16][CH2:17][C:18]([F:21])([F:20])[F:19])=[CH:4][CH:3]=3)=[CH:33][CH:32]=2)[CH2:29][CH2:30]1)=[O:27])[CH3:24], predict the reactants needed to synthesize it. The reactants are: Br[C:2]1[CH:7]=[CH:6][C:5]([C:8]2[O:12][N:11]=[C:10]([CH3:13])[C:9]=2[CH:14]([OH:22])[CH2:15][S:16][CH2:17][C:18]([F:21])([F:20])[F:19])=[CH:4][CH:3]=1.[CH2:23]([O:25][C:26]([C:28]1([C:31]2[CH:36]=[CH:35][C:34](B3OC(C)(C)C(C)(C)O3)=[CH:33][CH:32]=2)[CH2:30][CH2:29]1)=[O:27])[CH3:24]. (4) Given the product [Cl-:13].[OH:18][CH:15]([CH2:16][OH:17])[CH2:14][N+:10]1[CH:11]=[CH:12][N:8]([CH2:1][C:2]2[CH:3]=[CH:4][CH:5]=[CH:6][CH:7]=2)[CH:9]=1, predict the reactants needed to synthesize it. The reactants are: [CH2:1]([N:8]1[CH:12]=[CH:11][N:10]=[CH:9]1)[C:2]1[CH:7]=[CH:6][CH:5]=[CH:4][CH:3]=1.[Cl:13][CH2:14][CH:15]([OH:18])[CH2:16][OH:17]. (5) Given the product [C:8]([C:5]1[CH:6]=[CH:7][C:2]([OH:1])=[C:3]([NH:11][C:14](=[O:16])[CH3:15])[CH:4]=1)(=[O:10])[CH3:9], predict the reactants needed to synthesize it. The reactants are: [OH:1][C:2]1[CH:7]=[CH:6][C:5]([C:8](=[O:10])[CH3:9])=[CH:4][C:3]=1[N+:11]([O-])=O.[C:14](OC(=O)C)(=[O:16])[CH3:15]. (6) Given the product [O:26]1[CH2:25][CH2:24][N:23]([C:20]2[CH:21]=[CH:22][C:17]([NH:16][C:12]3[N:11]=[C:10]([S:9][C:6]4[CH:5]=[CH:4][C:3]([CH2:2][NH:1][C:29](=[O:32])[CH:30]=[CH2:31])=[CH:8][CH:7]=4)[CH:15]=[CH:14][N:13]=3)=[CH:18][CH:19]=2)[CH2:28][CH2:27]1, predict the reactants needed to synthesize it. The reactants are: [NH2:1][CH2:2][C:3]1[CH:8]=[CH:7][C:6]([S:9][C:10]2[CH:15]=[CH:14][N:13]=[C:12]([NH:16][C:17]3[CH:22]=[CH:21][C:20]([N:23]4[CH2:28][CH2:27][O:26][CH2:25][CH2:24]4)=[CH:19][CH:18]=3)[N:11]=2)=[CH:5][CH:4]=1.[C:29](O)(=[O:32])[CH:30]=[CH2:31]. (7) Given the product [C:37]([OH:38])([C:18]([F:21])([F:20])[F:19])=[O:40].[CH3:36][C:25]1[C:24]([C:9]2[CH:17]=[C:16]([C:18]([F:19])([F:20])[F:21])[CH:15]=[C:14]3[C:10]=2[CH:11]=[N:12][NH:13]3)=[C:28]([CH3:29])[N:27]([CH2:30][C:31]2([CH3:35])[CH2:34][O:33][CH2:32]2)[N:26]=1, predict the reactants needed to synthesize it. The reactants are: CC1(C)C(C)(C)OB([C:9]2[CH:17]=[C:16]([C:18]([F:21])([F:20])[F:19])[CH:15]=[C:14]3[C:10]=2[CH:11]=[N:12][NH:13]3)O1.Br[C:24]1[C:25]([CH3:36])=[N:26][N:27]([CH2:30][C:31]2([CH3:35])[CH2:34][O:33][CH2:32]2)[C:28]=1[CH3:29].[C:37](=[O:40])(O)[O-:38].[Na+].